From a dataset of Reaction yield outcomes from USPTO patents with 853,638 reactions. Predict the reaction yield, written as a fraction of the theoretical maximum amount of product (1.0 means a 100% yield; for example, 0.34 means a 34% yield). (1) The reactants are [N+:1]([C:4]1[CH:5]=[N:6][CH:7]=[CH:8][C:9]=1[NH:10][C:11]1[CH:16]=[CH:15][C:14]([NH:17][C:18](=[O:24])[O:19][C:20]([CH3:23])([CH3:22])[CH3:21])=[CH:13][CH:12]=1)([O-])=O. The catalyst is C(O)C.[Pd]. The product is [NH2:1][C:4]1[CH:5]=[N:6][CH:7]=[CH:8][C:9]=1[NH:10][C:11]1[CH:12]=[CH:13][C:14]([NH:17][C:18](=[O:24])[O:19][C:20]([CH3:22])([CH3:21])[CH3:23])=[CH:15][CH:16]=1. The yield is 1.00. (2) The reactants are [NH2:1][C:2]1[CH:15]=[CH:14][C:5]([O:6][C:7]2[N:12]=[CH:11][N:10]=[C:9]([NH2:13])[CH:8]=2)=[CH:4][CH:3]=1.C1([O:22][C:23](=O)[NH:24][C:25]2[CH:30]=[CH:29][CH:28]=[C:27]([S:31]([CH3:34])(=[O:33])=[O:32])[CH:26]=2)C=CC=CC=1.C(OCC)(=O)C.O. The catalyst is CS(C)=O.CO. The product is [NH2:13][C:9]1[N:10]=[CH:11][N:12]=[C:7]([O:6][C:5]2[CH:14]=[CH:15][C:2]([NH:1][C:23]([NH:24][C:25]3[CH:30]=[CH:29][CH:28]=[C:27]([S:31]([CH3:34])(=[O:33])=[O:32])[CH:26]=3)=[O:22])=[CH:3][CH:4]=2)[CH:8]=1. The yield is 0.430. (3) The product is [C:12]([O:11][C:9]([NH:32][C:29](=[N:28][C:26]([C:19]1[C:18]([NH2:17])=[N:23][C:22]([NH2:24])=[C:21]([Cl:25])[N:20]=1)=[O:27])[S:30][CH3:31])=[O:10])([CH3:13])([CH3:14])[CH3:15]. The yield is 0.320. The catalyst is CN(C)C1C=CN=CC=1.C1COCC1.C(N(CC)CC)C. The reactants are [C:9](O[C:9]([O:11][C:12]([CH3:15])([CH3:14])[CH3:13])=[O:10])([O:11][C:12]([CH3:15])([CH3:14])[CH3:13])=[O:10].I.[NH2:17][C:18]1[C:19]([C:26]([NH:28][C:29](=[NH:32])[S:30][CH3:31])=[O:27])=[N:20][C:21]([Cl:25])=[C:22]([NH2:24])[N:23]=1. (4) The reactants are C(=O)([O-])[O-].[Cs+].[Cs+].[Cl:7][C:8]1[CH:12]=[N:11][N:10]([CH3:13])[C:9]=1[C:14]1[CH:15]=[C:16]([NH:21][C:22](=[O:33])[C:23]2[CH:28]=[CH:27][CH:26]=[C:25]([C:29]([F:32])([F:31])[F:30])[CH:24]=2)[CH:17]=[CH:18][C:19]=1[OH:20].CS(O[CH2:39][C:40]([CH3:45])([N+:42]([O-:44])=[O:43])[CH3:41])(=O)=O.O. The catalyst is CC(N(C)C)=O. The product is [N+:42]([C:40]([CH3:45])([CH3:41])[CH2:39][O:20][C:19]1[CH:18]=[CH:17][C:16]([NH:21][C:22](=[O:33])[C:23]2[CH:28]=[CH:27][CH:26]=[C:25]([C:29]([F:31])([F:30])[F:32])[CH:24]=2)=[CH:15][C:14]=1[C:9]1[N:10]([CH3:13])[N:11]=[CH:12][C:8]=1[Cl:7])([O-:44])=[O:43]. The yield is 0.680. (5) The reactants are [F:1][C:2]([F:11])([F:10])[C:3]1[CH:4]=[C:5]([OH:9])[CH:6]=[CH:7][CH:8]=1.Cl[C:13]1[N:14]=[C:15]([OH:23])[C:16]2[CH:22]=[CH:21][N:20]=[CH:19][C:17]=2[N:18]=1. No catalyst specified. The product is [F:1][C:2]([F:10])([F:11])[C:3]1[CH:4]=[C:5]([CH:6]=[CH:7][CH:8]=1)[O:9][C:13]1[N:14]=[C:15]([OH:23])[C:16]2[CH:22]=[CH:21][N:20]=[CH:19][C:17]=2[N:18]=1. The yield is 0.760. (6) The reactants are [CH2:1]([O:5][C:6]([C:8]1[N:9]=[C:10](Br)[C:11]2[C:16]([C:17]=1[OH:18])=[CH:15][C:14]([S:19]([C:22]1[CH:27]=[CH:26][CH:25]=[CH:24][CH:23]=1)(=[O:21])=[O:20])=[CH:13][CH:12]=2)=[O:7])[CH2:2][CH2:3][CH3:4].[C:29]([Cu])#[N:30]. The yield is 0.490. No catalyst specified. The product is [CH2:1]([O:5][C:6]([C:8]1[N:9]=[C:10]([C:29]#[N:30])[C:11]2[C:16]([C:17]=1[OH:18])=[CH:15][C:14]([S:19]([C:22]1[CH:27]=[CH:26][CH:25]=[CH:24][CH:23]=1)(=[O:21])=[O:20])=[CH:13][CH:12]=2)=[O:7])[CH2:2][CH2:3][CH3:4]. (7) The reactants are [CH2:1]([O:3][C:4]([C:6]1[C:7](O)=[N:8][C:9]2[C:14]([C:15]=1[CH3:16])=[CH:13][CH:12]=[C:11]([C:17]([CH3:20])([CH3:19])[CH3:18])[CH:10]=2)=[O:5])[CH3:2].O=P(Cl)(Cl)[Cl:24].C([O-])(O)=O.[Na+]. The catalyst is O. The product is [CH2:1]([O:3][C:4]([C:6]1[C:7]([Cl:24])=[N:8][C:9]2[C:14]([C:15]=1[CH3:16])=[CH:13][CH:12]=[C:11]([C:17]([CH3:20])([CH3:19])[CH3:18])[CH:10]=2)=[O:5])[CH3:2]. The yield is 0.880.